This data is from Full USPTO retrosynthesis dataset with 1.9M reactions from patents (1976-2016). The task is: Predict the reactants needed to synthesize the given product. The reactants are: NC1C2N=C(COCC)N(CC(C)(O)C)C=2C2N=CC(Br)=CC=2N=1.[NH2:25][C:26]1[CH:27]=[N:28][C:29]2[C:34]([C:35]=1[NH:36][CH2:37][C:38]([NH:41][C:42](=[O:48])[O:43][C:44]([CH3:47])([CH3:46])[CH3:45])([CH3:40])[CH3:39])=[N:33][CH:32]=[C:31]([Br:49])[CH:30]=2.[CH2:50]([O:52][CH2:53][C:54]([Cl:56])=[O:55])[CH3:51]. Given the product [ClH:56].[Br:49][C:31]1[CH:30]=[C:29]2[C:34]([C:35]([NH:36][CH2:37][C:38]([NH:41][C:42](=[O:48])[O:43][C:44]([CH3:47])([CH3:46])[CH3:45])([CH3:40])[CH3:39])=[C:26]([NH:25][C:54](=[O:55])[CH2:53][O:52][CH2:50][CH3:51])[CH:27]=[N:28]2)=[N:33][CH:32]=1, predict the reactants needed to synthesize it.